From a dataset of Reaction yield outcomes from USPTO patents with 853,638 reactions. Predict the reaction yield, written as a fraction of the theoretical maximum amount of product (1.0 means a 100% yield; for example, 0.34 means a 34% yield). (1) The reactants are Cl[CH2:2][C:3]1[N:12]=[C:11]([N:13]([C:15]2[CH:20]=[CH:19][C:18]([O:21][CH:22]([CH3:24])[CH3:23])=[CH:17][CH:16]=2)[CH3:14])[C:10]2[C:5](=[CH:6][CH:7]=[C:8]([N+:25]([O-])=O)[CH:9]=2)[N:4]=1.ClC1C2C(=CC=C([N+]([O-])=O)C=2)N=C(CCl)[N:30]=1.C(OC1C=CC(NC)=CC=1)(C)C.C(Cl)Cl. The catalyst is CC(O)C.Cl. The product is [NH2:30][CH2:2][C:3]1[N:12]=[C:11]([N:13]([C:15]2[CH:20]=[CH:19][C:18]([O:21][CH:22]([CH3:24])[CH3:23])=[CH:17][CH:16]=2)[CH3:14])[C:10]2[C:5](=[CH:6][CH:7]=[C:8]([NH2:25])[CH:9]=2)[N:4]=1. The yield is 0.710. (2) The reactants are [C:1]12([C:11]3[CH:21]=[CH:20][C:14]([O:15][CH2:16][C:17](O)=[O:18])=[CH:13][CH:12]=3)[CH2:10][CH:5]3[CH2:6][CH:7]([CH2:9][CH:3]([CH2:4]3)[CH2:2]1)[CH2:8]2.[CH3:22][N:23]1[CH2:28][CH2:27][NH:26][CH2:25][CH2:24]1. No catalyst specified. The product is [C:1]12([C:11]3[CH:12]=[CH:13][C:14]([O:15][CH2:16][C:17]([N:26]4[CH2:27][CH2:28][N:23]([CH3:22])[CH2:24][CH2:25]4)=[O:18])=[CH:20][CH:21]=3)[CH2:2][CH:3]3[CH2:4][CH:5]([CH2:6][CH:7]([CH2:9]3)[CH2:8]1)[CH2:10]2. The yield is 0.933. (3) The reactants are [N+:1]([C:4]1[CH:12]=[C:11]2[C:7]([C:8]([C:13]#[N:14])=[CH:9][NH:10]2)=[CH:6][CH:5]=1)([O-])=O. The catalyst is CCO.[Pd]. The product is [NH2:1][C:4]1[CH:12]=[C:11]2[C:7]([C:8]([C:13]#[N:14])=[CH:9][NH:10]2)=[CH:6][CH:5]=1. The yield is 0.990. (4) The reactants are [C:1]1([C:7]2([C:14]3[CH:19]=[CH:18][CH:17]=[CH:16][CH:15]=3)[O:13][CH:8]2[C:9]([O:11][CH3:12])=[O:10])[CH:6]=[CH:5][CH:4]=[CH:3][CH:2]=1.[Cu][C:21]#N.C[Li]. The catalyst is CCOCC.O. The product is [OH:13][CH:8]([C:7]([C:14]1[CH:19]=[CH:18][CH:17]=[CH:16][CH:15]=1)([C:1]1[CH:6]=[CH:5][CH:4]=[CH:3][CH:2]=1)[CH3:21])[C:9]([O:11][CH3:12])=[O:10]. The yield is 0.160. (5) The reactants are [F:1][C:2]([F:19])([F:18])[C:3](=O)[CH2:4][C:5]([C:7]1[CH:12]=[CH:11][C:10]([C:13]([F:16])([F:15])[F:14])=[CH:9][CH:8]=1)=O.[CH2:20]([O:22][C:23]([C:25]1[N:26]=[CH:27][NH:28][C:29]=1[NH2:30])=[O:24])[CH3:21]. The catalyst is C(O)(=O)C. The product is [CH2:20]([O:22][C:23]([C:25]1[N:26]=[CH:27][N:28]2[C:3]([C:2]([F:19])([F:18])[F:1])=[CH:4][C:5]([C:7]3[CH:12]=[CH:11][C:10]([C:13]([F:16])([F:15])[F:14])=[CH:9][CH:8]=3)=[N:30][C:29]=12)=[O:24])[CH3:21]. The yield is 0.430. (6) The reactants are [CH3:1][C:2]1[S:6][C:5]([C:7]2[CH:12]=[N:11][CH:10]=[CH:9][N:8]=2)=[N:4][C:3]=1[OH:13].[H-].[Na+].C1C=CC(N([S:23]([C:26]([F:29])([F:28])[F:27])(=[O:25])=[O:24])[S:23]([C:26]([F:29])([F:28])[F:27])(=[O:25])=[O:24])=CC=1.O. The catalyst is C1COCC1. The product is [CH3:1][C:2]1[S:6][C:5]([C:7]2[CH:12]=[N:11][CH:10]=[CH:9][N:8]=2)=[N:4][C:3]=1[O:13][S:23]([C:26]([F:29])([F:28])[F:27])(=[O:25])=[O:24]. The yield is 0.362. (7) The reactants are Br[C:2]1[C:3]2[C:7]([CH:8]=[CH:9][CH:10]=1)=[N:6][N:5]([CH3:11])[CH:4]=2.[CH2:12]([OH:15])[C:13]#[CH:14]. The catalyst is C(N(CC)CC)C.Cl[Pd](Cl)([P](C1C=CC=CC=1)(C1C=CC=CC=1)C1C=CC=CC=1)[P](C1C=CC=CC=1)(C1C=CC=CC=1)C1C=CC=CC=1. The product is [CH3:11][N:5]1[CH:4]=[C:3]2[C:7]([CH:8]=[CH:9][CH:10]=[C:2]2[C:14]#[C:13][CH2:12][OH:15])=[N:6]1. The yield is 0.460. (8) The reactants are [CH3:1][O:2][C:3]([C:5]1[CH:10]=[CH:9][CH:8]=[C:7]([C:11]2[O:15][C:14]([CH:16]([O:33][Si](C(C)(C)C)(C)C)[CH2:17][CH2:18][CH2:19][CH:20]3[CH2:25][CH2:24][N:23]([C:26](OC(C)(C)C)=O)[CH2:22][CH2:21]3)=[N:13][CH:12]=2)[N:6]=1)=[O:4].C(OC(N1[CH2:53][CH2:52][CH:51]([CH2:54][CH2:55][CH2:56][CH:57](O[Si](C(C)(C)C)(C)C)[C:58]2OC([Sn](CCCC)(CCCC)CCCC)=CN=2)CC1)=O)(C)(C)C.[CH3:84]OC(C1C=CC=C(Br)N=1)=O. The catalyst is O1CCOCC1.C1C=CC([P]([Pd]([P](C2C=CC=CC=2)(C2C=CC=CC=2)C2C=CC=CC=2)([P](C2C=CC=CC=2)(C2C=CC=CC=2)C2C=CC=CC=2)[P](C2C=CC=CC=2)(C2C=CC=CC=2)C2C=CC=CC=2)(C2C=CC=CC=2)C2C=CC=CC=2)=CC=1. The product is [CH3:1][O:2][C:3]([C:5]1[CH:10]=[CH:9][CH:8]=[C:7]([C:11]2[O:15][C:14]([C:16](=[O:33])[CH2:17][CH2:18][CH2:19][CH:20]3[CH2:21][CH2:22][N:23]([CH2:26][C:56]4[CH:55]=[CH:54][C:51]([CH:52]([CH3:53])[CH3:84])=[CH:58][CH:57]=4)[CH2:24][CH2:25]3)=[N:13][CH:12]=2)[N:6]=1)=[O:4]. The yield is 0.760.